From a dataset of Catalyst prediction with 721,799 reactions and 888 catalyst types from USPTO. Predict which catalyst facilitates the given reaction. (1) Reactant: [C:1]([O:5][C:6]([N:8]1[CH2:13][CH2:12][CH:11]([O:14][CH2:15][C:16]2[O:20][N:19]=[C:18]([C:21]3[CH:26]=[CH:25][C:24]([S:27]([CH3:30])(=[O:29])=[O:28])=[C:23](F)[CH:22]=3)[N:17]=2)[CH2:10][CH2:9]1)=[O:7])([CH3:4])([CH3:3])[CH3:2].[CH2:32]([CH2:34][NH2:35])[OH:33]. Product: [C:1]([O:5][C:6]([N:8]1[CH2:13][CH2:12][CH:11]([O:14][CH2:15][C:16]2[O:20][N:19]=[C:18]([C:21]3[CH:26]=[CH:25][C:24]([S:27]([CH3:30])(=[O:29])=[O:28])=[C:23]([NH:35][CH2:34][CH2:32][OH:33])[CH:22]=3)[N:17]=2)[CH2:10][CH2:9]1)=[O:7])([CH3:4])([CH3:3])[CH3:2]. The catalyst class is: 3. (2) Product: [O:1]1[C:5]2[CH:6]=[CH:7][C:8]([C:10]3([C:26]#[N:29])[C:18]4[C:13](=[N:14][CH:15]=[CH:16][CH:17]=4)[N:12]([CH2:19][CH2:20][CH2:21][CH2:22][CH3:23])[C:11]3=[O:24])=[CH:9][C:4]=2[O:3][CH2:2]1. The catalyst class is: 46. Reactant: [O:1]1[C:5]2[CH:6]=[CH:7][C:8]([C:10]3(O)[C:18]4[C:13](=[N:14][CH:15]=[CH:16][CH:17]=4)[N:12]([CH2:19][CH2:20][CH2:21][CH2:22][CH3:23])[C:11]3=[O:24])=[CH:9][C:4]=2[O:3][CH2:2]1.[CH:26]([N:29](C(C)C)CC)(C)C.S(Cl)(Cl)=O.[C-]#N.[Na+].